Dataset: Full USPTO retrosynthesis dataset with 1.9M reactions from patents (1976-2016). Task: Predict the reactants needed to synthesize the given product. (1) Given the product [F:7][C:8]1[CH:16]=[CH:15][C:11]([C:12]2[N:2]([CH3:1])[C:3](=[S:6])[NH:4][N:5]=2)=[CH:10][CH:9]=1, predict the reactants needed to synthesize it. The reactants are: [CH3:1][NH:2][C:3](=[S:6])[NH:4][NH2:5].[F:7][C:8]1[CH:16]=[CH:15][C:11]([C:12](Cl)=O)=[CH:10][CH:9]=1. (2) Given the product [F:20][C:5]1[CH:4]=[CH:3][C:2]([N:1]([S:24]([CH2:21][CH2:22][CH3:23])(=[O:26])=[O:25])[S:24]([CH2:21][CH2:22][CH3:23])(=[O:26])=[O:25])=[CH:7][C:6]=1[C:8]([C:10]1[CH:11]=[C:12]2[C:17](=[CH:18][CH:19]=1)[N:16]=[CH:15][CH:14]=[N:13]2)=[O:9], predict the reactants needed to synthesize it. The reactants are: [NH2:1][C:2]1[CH:3]=[CH:4][C:5]([F:20])=[C:6]([C:8]([C:10]2[CH:11]=[C:12]3[C:17](=[CH:18][CH:19]=2)[N:16]=[CH:15][CH:14]=[N:13]3)=[O:9])[CH:7]=1.[CH2:21]([S:24](Cl)(=[O:26])=[O:25])[CH2:22][CH3:23]. (3) Given the product [CH2:21]([C:18]1[CH:17]=[N:16][C:15]([O:14][CH:11]2[CH2:12][CH2:13][CH:8]([C:5]3[S:6][CH:7]=[C:3]([CH2:2][O:33][C:30]4[CH:29]=[CH:28][C:27]([S:24]([CH3:23])(=[O:26])=[O:25])=[CH:32][CH:31]=4)[N:4]=3)[CH2:9][CH2:10]2)=[N:20][CH:19]=1)[CH3:22], predict the reactants needed to synthesize it. The reactants are: Cl[CH2:2][C:3]1[N:4]=[C:5]([CH:8]2[CH2:13][CH2:12][CH:11]([O:14][C:15]3[N:20]=[CH:19][C:18]([CH2:21][CH3:22])=[CH:17][N:16]=3)[CH2:10][CH2:9]2)[S:6][CH:7]=1.[CH3:23][S:24]([C:27]1[CH:32]=[CH:31][C:30]([OH:33])=[CH:29][CH:28]=1)(=[O:26])=[O:25].C(=O)([O-])[O-].[K+].[K+].[I-].[K+]. (4) Given the product [NH2:1][C@H:2]([C:5]([OH:7])=[O:6])[CH2:3][NH2:4].[OH:30][C:24]([C:26]([F:29])([F:28])[F:27])=[O:25].[NH2:15][CH2:16][CH2:17][N:18]1[CH2:23][CH2:22][O:21][CH2:20][CH2:19]1, predict the reactants needed to synthesize it. The reactants are: [NH:1](C(OC(C)(C)C)=O)[C@H:2]([C:5]([OH:7])=[O:6])[CH2:3][NH2:4].[NH2:15][CH2:16][CH2:17][N:18]1[CH2:23][CH2:22][O:21][CH2:20][CH2:19]1.[C:24]([OH:30])([C:26]([F:29])([F:28])[F:27])=[O:25]. (5) The reactants are: FC(F)(F)C(O)=O.[CH3:8][O:9][C:10]1[CH:29]=[C:28]([N+:30]([O-:32])=[O:31])[CH:27]=[CH:26][C:11]=1[O:12][CH:13]1[CH2:18][CH2:17][N:16](C(OC(C)(C)C)=O)[CH2:15][CH2:14]1. Given the product [CH3:8][O:9][C:10]1[CH:29]=[C:28]([N+:30]([O-:32])=[O:31])[CH:27]=[CH:26][C:11]=1[O:12][CH:13]1[CH2:18][CH2:17][NH:16][CH2:15][CH2:14]1, predict the reactants needed to synthesize it. (6) Given the product [Br:7][C:8]1[CH:9]=[CH:10][C:11]([CH:14]([CH:20]2[CH2:24][CH2:23][CH2:22][CH2:21]2)[C:15]([O:17][CH2:18][CH3:19])=[O:16])=[CH:12][CH:13]=1, predict the reactants needed to synthesize it. The reactants are: CC(C)([O-])C.[K+].[Br:7][C:8]1[CH:13]=[CH:12][C:11]([CH2:14][C:15]([O:17][CH2:18][CH3:19])=[O:16])=[CH:10][CH:9]=1.[CH:20]1(Br)[CH2:24][CH2:23][CH2:22][CH2:21]1.O. (7) The reactants are: [H-].[Al+3].[Li+].[H-].[H-].[H-].O1CCCC1.[CH3:12][C:13]1([C:18]2[CH:25]=[CH:24][C:21]([C:22]#[N:23])=[CH:20][CH:19]=2)[O:17][CH2:16][CH2:15][O:14]1.[OH-].[Na+]. Given the product [CH3:12][C:13]1([C:18]2[CH:25]=[CH:24][C:21]([CH2:22][NH2:23])=[CH:20][CH:19]=2)[O:14][CH2:15][CH2:16][O:17]1, predict the reactants needed to synthesize it. (8) The reactants are: [Cl:1][C:2]1[C:3]([N:19]2[CH2:24][CH2:23][CH2:22][C@@H:21]([NH:25]C(=O)OC(C)(C)C)[CH2:20]2)=[C:4]2[C:10]([NH:11][C:12]([CH:14]3[CH2:18][CH2:17][CH2:16][CH2:15]3)=[O:13])=[CH:9][NH:8][C:5]2=[N:6][CH:7]=1. Given the product [ClH:1].[NH2:25][C@@H:21]1[CH2:22][CH2:23][CH2:24][N:19]([C:3]2[C:2]([Cl:1])=[CH:7][N:6]=[C:5]3[NH:8][CH:9]=[C:10]([NH:11][C:12]([CH:14]4[CH2:15][CH2:16][CH2:17][CH2:18]4)=[O:13])[C:4]=23)[CH2:20]1, predict the reactants needed to synthesize it.